Dataset: Catalyst prediction with 721,799 reactions and 888 catalyst types from USPTO. Task: Predict which catalyst facilitates the given reaction. (1) Product: [ClH:1].[Cl:1][C:2]1[C:11]2[C:6](=[CH:7][C:8]([O:14][CH2:16][C:17]3[CH:22]=[CH:21][N:20]=[CH:19][CH:18]=3)=[C:9]([O:12][CH3:13])[CH:10]=2)[N:5]=[N:4][CH:3]=1. The catalyst class is: 2. Reactant: [Cl:1][C:2]1[C:11]2[C:6](=[CH:7][C:8]([OH:14])=[C:9]([O:12][CH3:13])[CH:10]=2)[N:5]=[N:4][CH:3]=1.O[CH2:16][C:17]1[CH:22]=[CH:21][N:20]=[CH:19][CH:18]=1.N(C(N1CCCCC1)=O)=NC(N1CCCCC1)=O.C(P(CCCC)CCCC)CCC.Cl.C(O)(C)C. (2) Reactant: [CH2:1]([O:3][C:4]([C:6]1[NH:7][C:8]2[C:13]([C:14]=1[C:15]([OH:17])=O)=[CH:12][CH:11]=[CH:10][CH:9]=2)=[O:5])[CH3:2].[CH2:18]([NH:20][CH2:21][CH3:22])[CH3:19].C(Cl)CCl.C1C=CC2N(O)N=NC=2C=1.CN1CCOCC1. Product: [CH2:18]([N:20]([CH2:21][CH3:22])[C:15]([C:14]1[C:13]2[C:8](=[CH:9][CH:10]=[CH:11][CH:12]=2)[NH:7][C:6]=1[C:4]([O:3][CH2:1][CH3:2])=[O:5])=[O:17])[CH3:19]. The catalyst class is: 18. (3) Reactant: [F:1][CH2:2][C:3]([CH2:23][F:24])([O:12][C:13]1[CH:18]=[CH:17][C:16]([C:19]([F:22])([F:21])[F:20])=[CH:15][CH:14]=1)[C:4]#[C:5][C:6]([NH:8][CH2:9][CH2:10][CH3:11])=[O:7]. Product: [F:1][CH2:2][C:3]1([CH2:23][F:24])[CH:4]=[C:5]([C:6]([NH:8][CH2:9][CH2:10][CH3:11])=[O:7])[C:18]2[CH:17]=[C:16]([C:19]([F:20])([F:21])[F:22])[CH:15]=[CH:14][C:13]=2[O:12]1. The catalyst class is: 262. (4) Reactant: [CH:1]([C:3]1[C:4]([NH:12][C:13]2[CH:25]=[CH:24][C:16]([C:17]([O:19][C:20]([CH3:23])([CH3:22])[CH3:21])=[O:18])=[CH:15][CH:14]=2)=[N:5][C:6]([S:10][CH3:11])=[N:7][C:8]=1[CH3:9])=O. Product: [CH2:20]([O:19][C:17](=[O:18])/[CH:16]=[CH:1]/[C:3]1[C:4]([NH:12][C:13]2[CH:25]=[CH:24][C:16]([C:17]([O:19][C:20]([CH3:22])([CH3:23])[CH3:21])=[O:18])=[CH:15][CH:14]=2)=[N:5][C:6]([S:10][CH3:11])=[N:7][C:8]=1[CH3:9])[CH3:21]. The catalyst class is: 1. (5) Reactant: [OH:1][C@H:2]1[CH2:7][CH2:6][CH2:5][N:4]([C:8]([O:10][C:11]([CH3:14])([CH3:13])[CH3:12])=[O:9])[CH2:3]1.[H-].[Na+].Cl[C:18]1[N:26]=[CH:25][N:24]=[C:23]2[C:19]=1[N:20]=[C:21]([C:29]1[CH:30]=[N:31][C:32]([CH3:35])=[N:33][CH:34]=1)[N:22]2[CH2:27][CH3:28]. Product: [CH2:27]([N:22]1[C:21]([C:29]2[CH:34]=[N:33][C:32]([CH3:35])=[N:31][CH:30]=2)=[N:20][C:19]2[C:23]1=[N:24][CH:25]=[N:26][C:18]=2[O:1][C@H:2]1[CH2:7][CH2:6][CH2:5][N:4]([C:8]([O:10][C:11]([CH3:14])([CH3:13])[CH3:12])=[O:9])[CH2:3]1)[CH3:28]. The catalyst class is: 1. (6) Reactant: C([O:4][C@@H:5]1[CH2:22][CH2:21][C@@:20]2([CH3:23])[C:7](=[CH:8][C:9](=[O:32])[C@@H:10]3[C@@H:19]2[CH2:18][CH2:17][C@@:15]2([CH3:16])[C@H:11]3[CH2:12][C@@H:13]([O:28]C(=O)C)[C@@H:14]2[O:24]C(=O)C)[CH2:6]1)(=O)C.[BH4-].[Na+].C(O)(=O)C.[OH-].[Na+]. Product: [CH3:16][C@:15]12[CH2:17][CH2:18][C@H:19]3[C@@H:10]([C@@H:9]([OH:32])[CH:8]=[C:7]4[C@:20]3([CH3:23])[CH2:21][CH2:22][C@@H:5]([OH:4])[CH2:6]4)[C@@H:11]1[CH2:12][C@@H:13]([OH:28])[C@@H:14]2[OH:24]. The catalyst class is: 98.